This data is from Forward reaction prediction with 1.9M reactions from USPTO patents (1976-2016). The task is: Predict the product of the given reaction. (1) The product is: [F:23][C:2]([F:1])([F:22])[C:3]1[CH:17]=[C:16]([C:18]([F:21])([F:20])[F:19])[CH:15]=[CH:14][C:4]=1[CH2:5][N:6]1[CH2:11][CH2:10][CH:9](/[CH:12]=[C:34]2/[C:30]([NH:29][C@@H:26]([CH2:25][OH:24])[C:27]#[CH:28])=[N:31][C:32](=[O:35])[S:33]/2)[CH2:8][CH2:7]1. Given the reactants [F:1][C:2]([F:23])([F:22])[C:3]1[CH:17]=[C:16]([C:18]([F:21])([F:20])[F:19])[CH:15]=[CH:14][C:4]=1[CH2:5][N:6]1[CH2:11][CH2:10][CH:9]([CH:12]=O)[CH2:8][CH2:7]1.[OH:24][CH2:25][C@H:26]([NH:29][C:30]1[CH2:34][S:33][C:32](=[O:35])[N:31]=1)[C:27]#[CH:28].C([O-])(=O)C.[NH2+]1CCCCC1, predict the reaction product. (2) Given the reactants [C@H:1]1([NH:10][C:11]2[CH:20]=[CH:19][C:18]3[C:13](=[CH:14][CH:15]=[C:16]([NH2:21])[CH:17]=3)[N:12]=2)[C:9]2[C:4](=[CH:5][CH:6]=[CH:7][CH:8]=2)[CH2:3][CH2:2]1.[N-:22]=[C:23]=[O:24].[K+].O.C(=O)(O)[O-].[Na+], predict the reaction product. The product is: [C@H:1]1([NH:10][C:11]2[CH:20]=[CH:19][C:18]3[C:13](=[CH:14][CH:15]=[C:16]([NH:21][C:23]([NH2:22])=[O:24])[CH:17]=3)[N:12]=2)[C:9]2[C:4](=[CH:5][CH:6]=[CH:7][CH:8]=2)[CH2:3][CH2:2]1. (3) Given the reactants [C:1]([O:5][C:6](=[O:34])[NH:7][C:8]1([C:12]2[CH:17]=[CH:16][C:15]([C:18]3[C:23]([C:24]4[CH:29]=[CH:28][CH:27]=[CH:26][CH:25]=4)=[CH:22][N:21]4[N:30]=[C:31]([NH2:33])[N:32]=[C:20]4[N:19]=3)=[CH:14][CH:13]=2)[CH2:11][CH2:10][CH2:9]1)([CH3:4])([CH3:3])[CH3:2].[C:35](Cl)(=[O:37])[CH3:36], predict the reaction product. The product is: [C:1]([O:5][C:6](=[O:34])[NH:7][C:8]1([C:12]2[CH:17]=[CH:16][C:15]([C:18]3[C:23]([C:24]4[CH:25]=[CH:26][CH:27]=[CH:28][CH:29]=4)=[CH:22][N:21]4[N:30]=[C:31]([NH:33][C:35](=[O:37])[CH3:36])[N:32]=[C:20]4[N:19]=3)=[CH:14][CH:13]=2)[CH2:11][CH2:10][CH2:9]1)([CH3:4])([CH3:2])[CH3:3]. (4) Given the reactants CCCC[N+](CCCC)(CCCC)CCCC.[F-].[CH2:19]([S:21]([N:24]1[CH2:29][CH2:28][CH:27]([C:30]2[C:38]3[C:33](=[C:34]([C:47]#[N:48])[CH:35]=[C:36]([O:39][C:40]4[CH:45]=[CH:44][C:43]([F:46])=[CH:42][CH:41]=4)[CH:37]=3)[N:32](COCC[Si](C)(C)C)[CH:31]=2)[CH2:26][CH2:25]1)(=[O:23])=[O:22])[CH3:20].CCOC(C)=O.O, predict the reaction product. The product is: [CH2:19]([S:21]([N:24]1[CH2:29][CH2:28][CH:27]([C:30]2[C:38]3[C:33](=[C:34]([C:47]#[N:48])[CH:35]=[C:36]([O:39][C:40]4[CH:41]=[CH:42][C:43]([F:46])=[CH:44][CH:45]=4)[CH:37]=3)[NH:32][CH:31]=2)[CH2:26][CH2:25]1)(=[O:22])=[O:23])[CH3:20].